From a dataset of Reaction yield outcomes from USPTO patents with 853,638 reactions. Predict the reaction yield, written as a fraction of the theoretical maximum amount of product (1.0 means a 100% yield; for example, 0.34 means a 34% yield). (1) The reactants are [Br:1][C:2]1[CH:7]=[CH:6][C:5]([CH2:8][CH2:9][CH2:10][C:11]2[N:15]([CH2:16][CH3:17])[C:14](=[O:18])[N:13]([CH2:19][C:20]3[CH:25]=[CH:24][C:23]([C:26]([CH3:29])([CH3:28])[CH3:27])=[CH:22][CH:21]=3)[N:12]=2)=[CH:4][C:3]=1[OH:30].[C:31](=O)([O-])[O-].[K+].[K+].S(OC)(OC)(=O)=O. The catalyst is CC(C)=O.O. The product is [Br:1][C:2]1[CH:7]=[CH:6][C:5]([CH2:8][CH2:9][CH2:10][C:11]2[N:15]([CH2:16][CH3:17])[C:14](=[O:18])[N:13]([CH2:19][C:20]3[CH:21]=[CH:22][C:23]([C:26]([CH3:29])([CH3:28])[CH3:27])=[CH:24][CH:25]=3)[N:12]=2)=[CH:4][C:3]=1[O:30][CH3:31]. The yield is 0.990. (2) The reactants are [CH2:1]([O:8][C:9]1[C:10](Br)=[C:11]([CH:16]([O:21][C:22]([CH3:25])([CH3:24])[CH3:23])[C:17]([O:19][CH3:20])=[O:18])[C:12]([CH3:15])=[CH:13][CH:14]=1)[C:2]1[CH:7]=[CH:6][CH:5]=[CH:4][CH:3]=1.C(=O)([O-])[O-].[K+].[K+].[O:33]1[C:44]2[C:45]3[C:40]([C:41](B(O)O)=[CH:42][CH:43]=2)=[N:39][CH:38]=[CH:37][C:36]=3[CH2:35][CH2:34]1. The catalyst is C(COC)OC.O.C1(P(C2C=CC=CC=2)C2C=CC=CC=2)C=CC=CC=1.C1(P(C2C=CC=CC=2)C2C=CC=CC=2)C=CC=CC=1.C1(P(C2C=CC=CC=2)C2C=CC=CC=2)C=CC=CC=1.C1(P(C2C=CC=CC=2)C2C=CC=CC=2)C=CC=CC=1.[Pd]. The product is [CH2:1]([O:8][C:9]1[C:10]([C:41]2[C:40]3[C:45]4=[C:36]([CH2:35][CH2:34][O:33][C:44]4=[CH:43][CH:42]=2)[CH:37]=[CH:38][N:39]=3)=[C:11]([CH:16]([O:21][C:22]([CH3:25])([CH3:24])[CH3:23])[C:17]([O:19][CH3:20])=[O:18])[C:12]([CH3:15])=[CH:13][CH:14]=1)[C:2]1[CH:7]=[CH:6][CH:5]=[CH:4][CH:3]=1. The yield is 0.890. (3) The reactants are [C:1]([O:5][C:6]([N:8]1[C@@H:12]([CH3:13])[C@H:11]([F:14])[CH2:10][C@H:9]1[C:15]([NH:17][CH2:18][C:19]1[C:24]([F:25])=[CH:23][N:22]=[C:21]([C:26]2[CH:27]=[C:28]([C:36]([OH:38])=O)[C:29]([C:32]([F:35])([F:34])[F:33])=[N:30][CH:31]=2)[CH:20]=1)=[O:16])=[O:7])([CH3:4])([CH3:3])[CH3:2].[NH4+].[Cl-].C[N:42](C(ON1N=NC2C=CC=NC1=2)=[N+](C)C)C.F[P-](F)(F)(F)(F)F.CCN(C(C)C)C(C)C. The catalyst is CN(C=O)C. The product is [C:36]([C:28]1[CH:27]=[C:26]([C:21]2[CH:20]=[C:19]([CH2:18][NH:17][C:15]([C@H:9]3[N:8]([C:6]([O:5][C:1]([CH3:2])([CH3:4])[CH3:3])=[O:7])[C@@H:12]([CH3:13])[C@H:11]([F:14])[CH2:10]3)=[O:16])[C:24]([F:25])=[CH:23][N:22]=2)[CH:31]=[N:30][C:29]=1[C:32]([F:34])([F:35])[F:33])(=[O:38])[NH2:42]. The yield is 0.900. (4) The reactants are [CH:1]([C:3]1[CH:18]=[CH:17][C:6]([O:7][C:8]2[CH:16]=[CH:15][C:11]([C:12]([NH2:14])=[O:13])=[CH:10][N:9]=2)=[CH:5][CH:4]=1)=O.[CH:19]1([N:24]2[CH2:29][CH2:28][NH:27][CH2:26][CH2:25]2)[CH2:23][CH2:22][CH2:21][CH2:20]1.[BH4-].[Na+]. The yield is 0.360. The catalyst is CO. The product is [CH:19]1([N:24]2[CH2:25][CH2:26][N:27]([CH2:1][C:3]3[CH:18]=[CH:17][C:6]([O:7][C:8]4[CH:16]=[CH:15][C:11]([C:12]([NH2:14])=[O:13])=[CH:10][N:9]=4)=[CH:5][CH:4]=3)[CH2:28][CH2:29]2)[CH2:20][CH2:21][CH2:22][CH2:23]1. (5) The reactants are Br[C:2]1[CH:11]=[C:10]2[C:5]([NH:6][C@@H:7]([CH3:17])[CH2:8][N:9]2[C:12]([CH:14]2[CH2:16][CH2:15]2)=[O:13])=[CH:4][CH:3]=1.CC1CCCO1.C([O-])(=O)C.[K+].[B:29]1([B:29]2[O:33][C:32]([CH3:35])([CH3:34])[C:31]([CH3:37])([CH3:36])[O:30]2)[O:33][C:32]([CH3:35])([CH3:34])[C:31]([CH3:37])([CH3:36])[O:30]1. The catalyst is C1C=CC(P(C2C=CC=CC=2)[C-]2C=CC=C2)=CC=1.C1C=CC(P(C2C=CC=CC=2)[C-]2C=CC=C2)=CC=1.Cl[Pd]Cl.[Fe+2].ClCCl.O. The product is [CH:14]1([C:12]([N:9]2[C:10]3[C:5](=[CH:4][CH:3]=[C:2]([B:29]4[O:33][C:32]([CH3:35])([CH3:34])[C:31]([CH3:37])([CH3:36])[O:30]4)[CH:11]=3)[NH:6][C@@H:7]([CH3:17])[CH2:8]2)=[O:13])[CH2:16][CH2:15]1. The yield is 0.600.